From a dataset of Forward reaction prediction with 1.9M reactions from USPTO patents (1976-2016). Predict the product of the given reaction. (1) The product is: [CH2:13]1[C:14]2[C:19](=[CH:18][CH:17]=[CH:16][CH:15]=2)[CH2:20][CH2:21][N:12]1[CH2:11][CH:10]([OH:22])[CH2:9][NH:8][C:6]1[CH:5]=[CH:4][CH:3]=[C:2]([C:31]2[CH:32]=[CH:33][C:28]3[N:27]=[CH:26][N:25]([CH3:24])[C:29]=3[CH:30]=2)[N:7]=1. Given the reactants Br[C:2]1[N:7]=[C:6]([NH:8][CH2:9][CH:10]([OH:22])[CH2:11][N:12]2[CH2:21][CH2:20][C:19]3[C:14](=[CH:15][CH:16]=[CH:17][CH:18]=3)[CH2:13]2)[CH:5]=[CH:4][CH:3]=1.O.[CH3:24][N:25]1[C:29]2[CH:30]=[C:31](B3OC(C)(C)C(C)(C)O3)[CH:32]=[CH:33][C:28]=2[N:27]=[CH:26]1.C([O-])([O-])=O.[Cs+].[Cs+], predict the reaction product. (2) Given the reactants FC(F)(F)C(O)=O.[CH3:8][O:9][N:10]=[CH:11][C:12]1[C:13]([NH2:25])=[N:14][CH:15]=[N:16][C:17]=1[N:18]1[CH2:23][CH2:22][CH:21]([NH2:24])[CH2:20][CH2:19]1.[N+](C1C=CC([O:35][C:36](=O)[NH:37][C:38]2[CH:43]=[CH:42][C:41]([N:44]3[CH2:49][CH2:48][O:47][CH2:46][CH2:45]3)=[CH:40][CH:39]=2)=CC=1)([O-])=O.CCN(C(C)C)C(C)C, predict the reaction product. The product is: [NH2:25][C:13]1[N:14]=[CH:15][N:16]=[C:17]([N:18]2[CH2:23][CH2:22][CH:21]([NH:24][C:36]([NH:37][C:38]3[CH:39]=[CH:40][C:41]([N:44]4[CH2:49][CH2:48][O:47][CH2:46][CH2:45]4)=[CH:42][CH:43]=3)=[O:35])[CH2:20][CH2:19]2)[C:12]=1[CH:11]=[N:10][O:9][CH3:8].